This data is from Forward reaction prediction with 1.9M reactions from USPTO patents (1976-2016). The task is: Predict the product of the given reaction. (1) Given the reactants [Cl:1][C:2]1[CH:44]=[C:43]([CH3:45])[CH:42]=[C:41]([Cl:46])[C:3]=1[O:4][CH2:5][CH2:6][O:7][C:8]1[CH:13]=[CH:12][C:11]([CH2:14][CH:15]([C:25]2[CH:30]=[CH:29][C:28](B3OC(C)(C)C(C)(C)O3)=[CH:27][C:26]=2[CH3:40])[CH2:16][NH:17][C:18](=[O:24])[O:19][C:20]([CH3:23])([CH3:22])[CH3:21])=[CH:10][CH:9]=1.[C:47](#[N:50])[CH2:48][CH3:49], predict the reaction product. The product is: [C:20]([O:19][C:18](=[O:24])[NH:17][CH2:16][CH:15]([C:25]1[CH:30]=[CH:29][C:28]([C:2]2[CH:44]=[CH:43][CH:42]=[CH:41][C:3]=2[CH2:49][CH2:48][C:47]#[N:50])=[CH:27][C:26]=1[CH3:40])[CH2:14][C:11]1[CH:10]=[CH:9][C:8]([O:7][CH2:6][CH2:5][O:4][C:3]2[C:41]([Cl:46])=[CH:42][C:43]([CH3:45])=[CH:44][C:2]=2[Cl:1])=[CH:13][CH:12]=1)([CH3:23])([CH3:22])[CH3:21]. (2) Given the reactants O=C1C2C(=CC=CC=2)N=C(C(OCC)=O)N1.[CH3:17][O:18][C:19]1[CH:24]=[CH:23][CH:22]=[CH:21][C:20]=1[C:25]1[C:33]2[C:32](=[O:34])[NH:31][C:30]([C:35]([O:37]CC)=O)=[N:29][C:28]=2[S:27][CH:26]=1.C1(C(C2C=CC=CC=2)(C2C=CC=CC=2)N2C=NC(CCCOC3C=C(CN)C=CN=3)=N2)C=CC=CC=1.C1(C(C2C=CC=CC=2)(C2C=CC=CC=2)[N:83]2[CH:87]=[N:86][C:85]([O:88][CH2:89][CH2:90][O:91][C:92]3[CH:93]=[C:94]([CH2:98][NH2:99])[CH:95]=[CH:96][CH:97]=3)=[N:84]2)C=CC=CC=1, predict the reaction product. The product is: [CH3:17][O:18][C:19]1[CH:24]=[CH:23][CH:22]=[CH:21][C:20]=1[C:25]1[C:33]2[C:32](=[O:34])[NH:31][C:30]([C:35]([NH:99][CH2:98][C:94]3[CH:95]=[CH:96][CH:97]=[C:92]([O:91][CH2:90][CH2:89][O:88][C:85]4[N:86]=[CH:87][NH:83][N:84]=4)[CH:93]=3)=[O:37])=[N:29][C:28]=2[S:27][CH:26]=1. (3) Given the reactants [Cl:1][C:2]1[C:3]([N+:10]([O-:12])=[O:11])=[CH:4][C:5]([CH3:9])=[C:6]([NH2:8])[CH:7]=1.[C:13](Cl)(=[O:20])[C:14]1[CH:19]=[CH:18][CH:17]=[CH:16][CH:15]=1, predict the reaction product. The product is: [Cl:1][C:2]1[C:3]([N+:10]([O-:12])=[O:11])=[CH:4][C:5]([CH3:9])=[C:6]([NH:8][C:13](=[O:20])[C:14]2[CH:19]=[CH:18][CH:17]=[CH:16][CH:15]=2)[CH:7]=1. (4) Given the reactants [CH3:1][O:2][C:3](=[O:21])[CH2:4][C:5]1[C:6]([CH3:20])=[N:7][N:8]([CH2:11][C:12]2[CH:17]=[CH:16][C:15]([CH2:18]O)=[CH:14][CH:13]=2)[C:9]=1[CH3:10].C(N(CC)CC)C.CS([Cl:33])(=O)=O, predict the reaction product. The product is: [CH3:1][O:2][C:3](=[O:21])[CH2:4][C:5]1[C:6]([CH3:20])=[N:7][N:8]([CH2:11][C:12]2[CH:17]=[CH:16][C:15]([CH2:18][Cl:33])=[CH:14][CH:13]=2)[C:9]=1[CH3:10]. (5) The product is: [NH3:3].[CH2:30]([O:29][C:28](=[O:37])[NH:27][C@H:23]1[C@H:22]([F:21])[CH2:26][N:25]([C:2]2[N:10]=[C:9]3[C:5]([N:6]=[CH:7][N:8]3[CH:11]([CH3:13])[CH3:12])=[C:4]([NH:14][C:15]3[CH:16]=[N:17][N:18]([CH3:20])[CH:19]=3)[N:3]=2)[CH2:24]1)[C:31]1[CH:36]=[CH:35][CH:34]=[CH:33][CH:32]=1. Given the reactants F[C:2]1[N:10]=[C:9]2[C:5]([N:6]=[CH:7][N:8]2[CH:11]([CH3:13])[CH3:12])=[C:4]([NH:14][C:15]2[CH:16]=[N:17][N:18]([CH3:20])[CH:19]=2)[N:3]=1.[F:21][C@@H:22]1[CH2:26][NH:25][CH2:24][C@H:23]1[NH:27][C:28](=[O:37])[O:29][CH2:30][C:31]1[CH:36]=[CH:35][CH:34]=[CH:33][CH:32]=1, predict the reaction product.